Predict the product of the given reaction. From a dataset of Forward reaction prediction with 1.9M reactions from USPTO patents (1976-2016). (1) Given the reactants Br[C:2]1[CH:7]=[CH:6][C:5]([C:8](=[O:11])[CH2:9][CH3:10])=[CH:4][CH:3]=1.[CH3:12][N:13]1[CH:17]=[CH:16][CH:15]=[C:14]1[C:18]#[N:19], predict the reaction product. The product is: [CH3:12][N:13]1[C:17]([C:2]2[CH:7]=[CH:6][C:5]([C:8](=[O:11])[CH2:9][CH3:10])=[CH:4][CH:3]=2)=[CH:16][CH:15]=[C:14]1[C:18]#[N:19]. (2) Given the reactants C([SiH](CC)CC)C.[CH3:8][O:9][C:10]1[CH:19]=[C:18]2[C:13]([CH:14]=[C:15]([CH:21]=O)[C:16](=[O:20])[NH:17]2)=[CH:12][CH:11]=1, predict the reaction product. The product is: [CH3:8][O:9][C:10]1[CH:19]=[C:18]2[C:13]([CH:14]=[C:15]([CH3:21])[C:16](=[O:20])[NH:17]2)=[CH:12][CH:11]=1. (3) Given the reactants [Cl:1][C:2]1[CH:3]=[C:4]2[C:8](=[CH:9][CH:10]=1)[NH:7][CH:6]=[C:5]2[CH2:11][CH2:12][NH:13][C:14](=[O:22])[C:15]1[CH:20]=[CH:19][CH:18]=[CH:17][C:16]=1I.[F:23][C:24]1[CH:25]=[C:26](B(O)O)[CH:27]=[CH:28][CH:29]=1.C(=O)([O-])[O-].[Na+].[Na+], predict the reaction product. The product is: [Cl:1][C:2]1[CH:3]=[C:4]2[C:8](=[CH:9][CH:10]=1)[NH:7][CH:6]=[C:5]2[CH2:11][CH2:12][NH:13][C:14]([C:15]1[C:16]([C:28]2[CH:27]=[CH:26][CH:25]=[C:24]([F:23])[CH:29]=2)=[CH:17][CH:18]=[CH:19][CH:20]=1)=[O:22]. (4) Given the reactants [CH3:1][O:2][C:3]1[CH:8]=[CH:7][CH:6]=[CH:5][C:4]=1[P:9](OC)OC.[Cl:14][C:15]1[CH:20]=[CH:19][C:18]([Mg]Br)=[CH:17][CH:16]=1, predict the reaction product. The product is: [Cl:14][C:15]1[CH:20]=[CH:19][C:18]([P:9]([C:18]2[CH:19]=[CH:20][C:15]([Cl:14])=[CH:16][CH:17]=2)[C:4]2[CH:5]=[CH:6][CH:7]=[CH:8][C:3]=2[O:2][CH3:1])=[CH:17][CH:16]=1. (5) Given the reactants C(OC(=O)[NH:7][C@H:8]1[CH2:12][CH2:11][C@H:10]([N:13]2[C:17]3[CH:18]=[CH:19][C:20]([CH3:22])=[CH:21][C:16]=3[N:15]=[C:14]2[CH3:23])[CH2:9]1)(C)(C)C.CO.[ClH:27], predict the reaction product. The product is: [ClH:27].[CH3:23][C:14]1[N:13]([C@H:10]2[CH2:11][CH2:12][C@H:8]([NH2:7])[CH2:9]2)[C:17]2[CH:18]=[CH:19][C:20]([CH3:22])=[CH:21][C:16]=2[N:15]=1. (6) Given the reactants [Cl:1][C:2]1[C:9]([Cl:10])=[CH:8][CH:7]=[C:6]([Cl:11])[C:3]=1[CH:4]=[O:5].C[Mg+].[Br-].[CH2:15](OCCCC)CCC, predict the reaction product. The product is: [Cl:1][C:2]1[C:9]([Cl:10])=[CH:8][CH:7]=[C:6]([Cl:11])[C:3]=1[CH:4]([OH:5])[CH3:15]. (7) Given the reactants [CH3:1][C@@H:2]1[N:7]([C:8]2[O:9][C:10]3[C:11](=[C:13]([C:17]([O:19]C)=[O:18])[CH:14]=[CH:15][CH:16]=3)[N:12]=2)[CH2:6][CH2:5][O:4][CH2:3]1.O.[OH-].[Li+:23], predict the reaction product. The product is: [CH3:1][C@@H:2]1[N:7]([C:8]2[O:9][C:10]3[C:11](=[C:13]([C:17]([O-:19])=[O:18])[CH:14]=[CH:15][CH:16]=3)[N:12]=2)[CH2:6][CH2:5][O:4][CH2:3]1.[Li+:23].